This data is from Full USPTO retrosynthesis dataset with 1.9M reactions from patents (1976-2016). The task is: Predict the reactants needed to synthesize the given product. (1) Given the product [Cl:1][C:2]1[CH:7]=[C:6]([CH:5]=[C:4]([Cl:11])[C:3]=1[CH3:12])[NH2:8], predict the reactants needed to synthesize it. The reactants are: [Cl:1][C:2]1[CH:7]=[C:6]([N+:8]([O-])=O)[CH:5]=[C:4]([Cl:11])[C:3]=1[CH3:12].O.O.[Sn](Cl)Cl. (2) Given the product [CH3:1][O:2][C:3]1[CH:4]=[CH:5][C:6]2[O:10][CH:9]=[C:8]([CH2:11][CH2:12][N:33]3[CH2:34][CH:36]=[C:39]([C:23]4[C:24]5[C:29](=[CH:28][CH:27]=[CH:26][CH:25]=5)[NH:21][CH:22]=4)[CH2:38][CH2:37]3)[C:7]=2[CH:14]=1, predict the reactants needed to synthesize it. The reactants are: [CH3:1][O:2][C:3]1[CH:4]=[CH:5][C:6]2[O:10][CH:9]=[C:8]([CH2:11][CH2:12]I)[C:7]=2[CH:14]=1.N1CC=C([N:21]2[C:29]3[C:24](=[CH:25][CH:26]=[CH:27][CH:28]=3)[CH:23]=[CH:22]2)CC1.C([N:33]([CH2:37][CH3:38])[CH:34]([CH3:36])C)(C)C.[CH3:39]S(C)=O.